From a dataset of Reaction yield outcomes from USPTO patents with 853,638 reactions. Predict the reaction yield, written as a fraction of the theoretical maximum amount of product (1.0 means a 100% yield; for example, 0.34 means a 34% yield). (1) The reactants are [OH:1][C:2]1([C:12]2[CH:20]=[CH:19][C:15]([C:16](O)=[O:17])=[CH:14][CH:13]=2)[CH2:11][CH2:10][C:5]2([O:9][CH2:8][CH2:7][O:6]2)[CH2:4][CH2:3]1.CN.[CH3:23][N:24]([P+](ON1N=NC2C=CC=CC1=2)(N(C)C)N(C)C)C.F[P-](F)(F)(F)(F)F.C(N(CC)CC)C. The catalyst is CN(C=O)C.C(OCC)(=O)C.CCCCCC. The product is [OH:1][C:2]1([C:12]2[CH:20]=[CH:19][C:15]([C:16]([NH:24][CH3:23])=[O:17])=[CH:14][CH:13]=2)[CH2:11][CH2:10][C:5]2([O:9][CH2:8][CH2:7][O:6]2)[CH2:4][CH2:3]1. The yield is 0.700. (2) The reactants are [N+:1]([C:4]1[C:13]2[C:8](=[CH:9][CH:10]=[CH:11][CH:12]=2)[C:7]([OH:14])=[CH:6][CH:5]=1)([O-:3])=[O:2].C1C=CC(P(C2C=CC=CC=2)C2C=CC=CC=2)=CC=1.[NH2:34][C:35]1[CH:40]=[C:39]([CH2:41]O)[CH:38]=[CH:37][N:36]=1.CC(OC(/N=N/C(OC(C)C)=O)=O)C. The catalyst is C1COCC1. The product is [NH2:34][C:35]1[CH:40]=[C:39]([CH2:41][O:14][C:7]2[C:8]3[C:13](=[CH:12][CH:11]=[CH:10][CH:9]=3)[C:4]([N+:1]([O-:3])=[O:2])=[CH:5][CH:6]=2)[CH:38]=[CH:37][N:36]=1. The yield is 0.560. (3) The reactants are [NH2:1][C:2]1[O:3][C@H:4]([C:28]([F:31])([F:30])[F:29])[CH2:5][C@:6]([C:10]2[CH:11]=[C:12]([NH:18][C:19](=[O:27])[C:20]3[CH:25]=[CH:24][C:23](Br)=[CH:22][N:21]=3)[CH:13]=[C:14]([F:17])[C:15]=2[F:16])([CH2:8][F:9])[N:7]=1.[CH:32]1([C:35]#[CH:36])[CH2:34][CH2:33]1.C1(C)C=CC=CC=1.C(NCC)C. The catalyst is [Cu]I.C1C=CC([P]([Pd]([P](C2C=CC=CC=2)(C2C=CC=CC=2)C2C=CC=CC=2)([P](C2C=CC=CC=2)(C2C=CC=CC=2)C2C=CC=CC=2)[P](C2C=CC=CC=2)(C2C=CC=CC=2)C2C=CC=CC=2)(C2C=CC=CC=2)C2C=CC=CC=2)=CC=1.CN(C=O)C. The product is [NH2:1][C:2]1[O:3][C@H:4]([C:28]([F:31])([F:30])[F:29])[CH2:5][C@:6]([C:10]2[CH:11]=[C:12]([NH:18][C:19](=[O:27])[C:20]3[CH:25]=[CH:24][C:23]([C:36]#[C:35][CH:32]4[CH2:34][CH2:33]4)=[CH:22][N:21]=3)[CH:13]=[C:14]([F:17])[C:15]=2[F:16])([CH2:8][F:9])[N:7]=1. The yield is 0.665. (4) The reactants are [Cl:1][C:2]1[CH:3]=[C:4]([C:9]2[O:13][N:12]=[CH:11][C:10]=2[CH2:14][CH2:15][C:16](OC)=[O:17])[CH:5]=[C:6]([Cl:8])[CH:7]=1.[H-].C([Al+]CC(C)C)C(C)C.Cl. The catalyst is O1CCCC1. The product is [Cl:8][C:6]1[CH:5]=[C:4]([C:9]2[O:13][N:12]=[CH:11][C:10]=2[CH2:14][CH2:15][CH2:16][OH:17])[CH:3]=[C:2]([Cl:1])[CH:7]=1. The yield is 0.810. (5) The product is [CH2:1]([O:3][C:4]([C:6]1[C:15]2[C:10](=[CH:11][C:12]([C:16]#[C:17][C:18]3[CH:23]=[CH:22][C:21]([CH2:24][C:25]([OH:27])=[O:26])=[C:20]([F:29])[CH:19]=3)=[CH:13][CH:14]=2)[C:9]([CH3:30])([CH3:31])[CH2:8][CH:7]=1)=[O:5])[CH3:2]. The reactants are [CH2:1]([O:3][C:4]([C:6]1[C:15]2[C:10](=[CH:11][C:12]([C:16]#[C:17][C:18]3[CH:23]=[CH:22][C:21]([CH2:24][C:25]([O:27]C)=[O:26])=[C:20]([F:29])[CH:19]=3)=[CH:13][CH:14]=2)[C:9]([CH3:31])([CH3:30])[CH2:8][CH:7]=1)=[O:5])[CH3:2].[OH-].[Li+]. The catalyst is C(O)C.O1CCCC1. The yield is 0.270. (6) The reactants are [Cl:1][C:2]1[N:3]([C@@H:15]2[O:21][C@H:20]([CH2:22][OH:23])[C@@H:18]([OH:19])[C@H:16]2[OH:17])[C:4]2[C:9]([C:10]=1[CH:11]=O)=[CH:8][C:7]([Cl:13])=[C:6]([Cl:14])[CH:5]=2.Cl.[O:25]([NH2:27])[CH3:26].C(=O)(O)[O-].[Na+].CO.O. The catalyst is CO.O.S([O-])([O-])(=O)=S.[Na+].[Na+]. The product is [Cl:1][CH:2]1[C:10](=[C:11]=[N:27][O:25][CH3:26])[C:9]2[C:4](=[CH:5][C:6]([Cl:14])=[C:7]([Cl:13])[CH:8]=2)[N:3]1[C@@H:15]1[O:21][C@H:20]([CH2:22][OH:23])[C@@H:18]([OH:19])[C@H:16]1[OH:17]. The yield is 0.410.